This data is from Ames mutagenicity test results for genotoxicity prediction. The task is: Regression/Classification. Given a drug SMILES string, predict its toxicity properties. Task type varies by dataset: regression for continuous values (e.g., LD50, hERG inhibition percentage) or binary classification for toxic/non-toxic outcomes (e.g., AMES mutagenicity, cardiotoxicity, hepatotoxicity). Dataset: ames. The molecule is O=C1C(Cl)=C(Cl)C(=O)C1(Cl)Cl. The result is 0 (non-mutagenic).